Dataset: Forward reaction prediction with 1.9M reactions from USPTO patents (1976-2016). Task: Predict the product of the given reaction. (1) Given the reactants [C:1]1([O:7][C:8]2[CH:9]=[CH:10][C:11]([C:17]([F:20])([F:19])[F:18])=[C:12]([CH:16]=2)[C:13](O)=[O:14])[CH:6]=[CH:5][CH:4]=[CH:3][CH:2]=1.CO, predict the reaction product. The product is: [C:1]1([O:7][C:8]2[CH:9]=[CH:10][C:11]([C:17]([F:18])([F:19])[F:20])=[C:12]([CH2:13][OH:14])[CH:16]=2)[CH:2]=[CH:3][CH:4]=[CH:5][CH:6]=1. (2) Given the reactants [Br:1][C:2]1[CH:19]=[CH:18][C:5]2[C:6]([CH:15]([CH3:17])[CH3:16])=[N:7][C:8]3[CH:9]=[CH:10][NH:11][C:12](=[O:14])[C:13]=3[C:4]=2[CH:3]=1.C1C(=O)N([I:27])C(=O)C1, predict the reaction product. The product is: [Br:1][C:2]1[CH:19]=[CH:18][C:5]2[C:6]([CH:15]([CH3:16])[CH3:17])=[N:7][C:8]3[C:9]([I:27])=[CH:10][NH:11][C:12](=[O:14])[C:13]=3[C:4]=2[CH:3]=1.